This data is from Blood-brain barrier penetration binary classification data from Martins et al.. The task is: Regression/Classification. Given a drug SMILES string, predict its absorption, distribution, metabolism, or excretion properties. Task type varies by dataset: regression for continuous measurements (e.g., permeability, clearance, half-life) or binary classification for categorical outcomes (e.g., BBB penetration, CYP inhibition). Dataset: bbb_martins. (1) The molecule is OCCN1CCCN(CCCN2c3ccccc3Sc3cc(C(F)(F)F)ccc32)CC1.[Cl-].[Cl-].[H+].[H+]. The result is 1 (penetrates BBB). (2) The compound is CN(C)C1=NC(=O)C(c2ccccc2)O1. The result is 1 (penetrates BBB). (3) The compound is CN(C)CCn1nnnc1SCC1=C(C(=O)O)N2C(=O)[C@@H](NC(=O)Cc3csc(N)n3)[C@H]2SC1. The result is 0 (does not penetrate BBB). (4) The compound is O=C1NCCN1CCN1CCC(c2cn(-c3ccc(F)cc3)c3ccc(Cl)cc23)CC1. The result is 1 (penetrates BBB). (5) The molecule is COC1C=COC2(C)Oc3c(C)c(O)c4c(O)c(c(C=NN5CCN(C)CC5)c(O)c4c3C2=O)NC(=O)C(C)=CC=CC(C)C(O)C(C)C(O)C(C)C(OC(C)=O)C1C. The result is 0 (does not penetrate BBB). (6) The molecule is Cc1ccccc1C. The result is 1 (penetrates BBB).